This data is from Full USPTO retrosynthesis dataset with 1.9M reactions from patents (1976-2016). The task is: Predict the reactants needed to synthesize the given product. (1) Given the product [NH2:30][C:28](=[O:29])[CH2:27][C:23]1([NH:22][C:12]([C:9]2[CH:8]=[C:7]([O:15][CH2:16][C:17]([F:20])([F:19])[F:18])[C:6]([N:4]3[CH2:3][C:2]([F:1])([F:21])[CH2:5]3)=[CH:11][N:10]=2)=[O:13])[CH2:26][O:25][CH2:24]1, predict the reactants needed to synthesize it. The reactants are: [F:1][C:2]1([F:21])[CH2:5][N:4]([C:6]2[C:7]([O:15][CH2:16][C:17]([F:20])([F:19])[F:18])=[CH:8][C:9]([C:12](O)=[O:13])=[N:10][CH:11]=2)[CH2:3]1.[NH2:22][C:23]1([CH2:27][C:28]([NH2:30])=[O:29])[CH2:26][O:25][CH2:24]1. (2) Given the product [Br:38][C:16]1[CH:17]=[C:12]([C:10]2[C:9]3[CH2:8][CH2:7][C@H:6]4[C@H:24]([CH3:31])[C:25](=[O:30])[C:26]([C:28]#[N:29])=[CH:27][C@:5]4([C:32]4[CH:33]=[CH:34][CH:35]=[CH:36][CH:37]=4)[C:4]=3[N:3]=[C:2]([CH3:1])[N:11]=2)[CH:13]=[CH:14][C:15]=1[N:18]1[CH2:19][CH2:20][O:21][CH2:22][CH2:23]1, predict the reactants needed to synthesize it. The reactants are: [CH3:1][C:2]1[N:11]=[C:10]([C:12]2[CH:17]=[CH:16][C:15]([N:18]3[CH2:23][CH2:22][O:21][CH2:20][CH2:19]3)=[CH:14][CH:13]=2)[C:9]2[CH2:8][CH2:7][C@H:6]3[C@H:24]([CH3:31])[C:25](=[O:30])[CH:26]([C:28]#[N:29])[CH2:27][C@:5]3([C:32]3[CH:37]=[CH:36][CH:35]=[CH:34][CH:33]=3)[C:4]=2[N:3]=1.[Br:38]N1C(C)(C)C(=O)N(Br)C1=O.N1C=CC=CC=1. (3) Given the product [ClH:80].[CH2:71]([C:68]1[C:69]2[CH2:70][C@@H:61]3[CH2:60][NH:59][CH2:79][CH2:78][N:62]3[C:63](=[O:77])[C:64]=2[CH:65]=[C:66]([C:73]([F:74])([F:76])[F:75])[CH:67]=1)[CH3:72], predict the reactants needed to synthesize it. The reactants are: C(OC(N1CCN2C(=O)C3C=C(C(F)(F)F)C=C(Br)C=3C[C@@H]2C1)=O)(C)(C)C.B1(C=C)OB(C=C)OB(C=C)O1.C1C=CN=CC=1.C([O-])([O-])=O.[K+].[K+].C(OC([N:59]1[CH2:79][CH2:78][N:62]2[C:63](=[O:77])[C:64]3[CH:65]=[C:66]([C:73]([F:76])([F:75])[F:74])[CH:67]=[C:68]([CH2:71][CH3:72])[C:69]=3[CH2:70][C@@H:61]2[CH2:60]1)=O)(C)(C)C.[ClH:80].O1CCOCC1.